Task: Predict the product of the given reaction.. Dataset: Forward reaction prediction with 1.9M reactions from USPTO patents (1976-2016) (1) Given the reactants Cl[C:2]1[C:7]([Cl:8])=[CH:6][N:5]=[C:4]([S:9][CH3:10])[N:3]=1.[IH:11], predict the reaction product. The product is: [Cl:8][C:7]1[C:2]([I:11])=[N:3][C:4]([S:9][CH3:10])=[N:5][CH:6]=1. (2) The product is: [C:1]([C:5]1[CH:9]=[C:8]([NH:10][C:11]([NH:13][CH2:14][C:15]2[CH:20]=[C:19]([F:21])[CH:18]=[CH:17][C:16]=2[CH2:22][O:23][C:24]2[CH:29]=[C:28]([CH3:30])[N:27]([CH2:31][C:32]3[CH:37]=[CH:36][CH:35]=[C:34]([O:38][CH3:39])[CH:33]=3)[C:26](=[O:40])[CH:25]=2)=[O:12])[N:7]([C:41]2[CH:46]=[CH:45][CH:44]=[C:43]([O:47][CH2:48][CH2:49][OH:50])[CH:42]=2)[N:6]=1)([CH3:2])([CH3:3])[CH3:4]. Given the reactants [C:1]([C:5]1[CH:9]=[C:8]([NH:10][C:11]([NH:13][CH2:14][C:15]2[CH:20]=[C:19]([F:21])[CH:18]=[CH:17][C:16]=2[CH2:22][O:23][C:24]2[CH:29]=[C:28]([CH3:30])[N:27]([CH2:31][C:32]3[CH:37]=[CH:36][CH:35]=[C:34]([O:38][CH3:39])[CH:33]=3)[C:26](=[O:40])[CH:25]=2)=[O:12])[N:7]([C:41]2[CH:46]=[CH:45][CH:44]=[C:43]([O:47][CH2:48][CH2:49][O:50]C3CCCCO3)[CH:42]=2)[N:6]=1)([CH3:4])([CH3:3])[CH3:2].O.C1(C)C=CC(S(O)(=O)=O)=CC=1, predict the reaction product.